From a dataset of NCI-60 drug combinations with 297,098 pairs across 59 cell lines. Regression. Given two drug SMILES strings and cell line genomic features, predict the synergy score measuring deviation from expected non-interaction effect. (1) Drug 1: CC1C(C(CC(O1)OC2CC(OC(C2O)C)OC3=CC4=CC5=C(C(=O)C(C(C5)C(C(=O)C(C(C)O)O)OC)OC6CC(C(C(O6)C)O)OC7CC(C(C(O7)C)O)OC8CC(C(C(O8)C)O)(C)O)C(=C4C(=C3C)O)O)O)O. Drug 2: CNC(=O)C1=NC=CC(=C1)OC2=CC=C(C=C2)NC(=O)NC3=CC(=C(C=C3)Cl)C(F)(F)F. Cell line: HOP-92. Synergy scores: CSS=42.6, Synergy_ZIP=-0.515, Synergy_Bliss=0.444, Synergy_Loewe=-49.7, Synergy_HSA=2.62. (2) Drug 1: CC1=CC2C(CCC3(C2CCC3(C(=O)C)OC(=O)C)C)C4(C1=CC(=O)CC4)C. Drug 2: N.N.Cl[Pt+2]Cl. Cell line: NCI-H226. Synergy scores: CSS=-1.39, Synergy_ZIP=4.49, Synergy_Bliss=4.82, Synergy_Loewe=-1.53, Synergy_HSA=-1.08. (3) Drug 1: CC1=C(C(=O)C2=C(C1=O)N3CC4C(C3(C2COC(=O)N)OC)N4)N. Cell line: KM12. Synergy scores: CSS=0.534, Synergy_ZIP=3.54, Synergy_Bliss=6.80, Synergy_Loewe=-5.86, Synergy_HSA=-4.63. Drug 2: C1CCC(C(C1)N)N.C(=O)(C(=O)[O-])[O-].[Pt+4]. (4) Drug 1: CC(CN1CC(=O)NC(=O)C1)N2CC(=O)NC(=O)C2. Drug 2: C1=NC2=C(N=C(N=C2N1C3C(C(C(O3)CO)O)F)Cl)N. Cell line: RPMI-8226. Synergy scores: CSS=13.5, Synergy_ZIP=-3.06, Synergy_Bliss=-5.35, Synergy_Loewe=-8.62, Synergy_HSA=-6.99. (5) Drug 1: CC1=C2C(C(=O)C3(C(CC4C(C3C(C(C2(C)C)(CC1OC(=O)C(C(C5=CC=CC=C5)NC(=O)OC(C)(C)C)O)O)OC(=O)C6=CC=CC=C6)(CO4)OC(=O)C)O)C)O. Drug 2: CC12CCC3C(C1CCC2OP(=O)(O)O)CCC4=C3C=CC(=C4)OC(=O)N(CCCl)CCCl.[Na+]. Cell line: HCT-15. Synergy scores: CSS=24.3, Synergy_ZIP=8.05, Synergy_Bliss=13.3, Synergy_Loewe=4.64, Synergy_HSA=2.70. (6) Drug 1: C1=CC=C(C=C1)NC(=O)CCCCCCC(=O)NO. Drug 2: CCN(CC)CCNC(=O)C1=C(NC(=C1C)C=C2C3=C(C=CC(=C3)F)NC2=O)C. Cell line: HOP-92. Synergy scores: CSS=6.89, Synergy_ZIP=1.78, Synergy_Bliss=-4.61, Synergy_Loewe=3.00, Synergy_HSA=-2.74.